This data is from Forward reaction prediction with 1.9M reactions from USPTO patents (1976-2016). The task is: Predict the product of the given reaction. (1) Given the reactants C[O:2][C:3](=[O:28])[C@@H:4]1[CH2:8][CH2:7][CH2:6][N:5]1[C:9](=[O:27])[C@@H:10]1[CH2:14][C@@H:13]([OH:15])[CH2:12][N:11]1[C:16](=[O:26])[CH2:17][CH2:18][CH2:19][CH2:20][CH2:21][CH2:22][CH2:23][CH2:24][CH3:25].[OH-].[Na+], predict the reaction product. The product is: [C:16]([N:11]1[CH2:12][C@H:13]([OH:15])[CH2:14][C@H:10]1[C:9]([N:5]1[CH2:6][CH2:7][CH2:8][C@H:4]1[C:3]([OH:28])=[O:2])=[O:27])(=[O:26])[CH2:17][CH2:18][CH2:19][CH2:20][CH2:21][CH2:22][CH2:23][CH2:24][CH3:25]. (2) Given the reactants [F:1][C:2]1[CH:3]=[C:4]([CH:26]=[CH:27][C:28]=1[F:29])[O:5][C:6]1[CH:11]=[CH:10][C:9]([N+:12]([O-])=O)=[CH:8][C:7]=1[C:15]1[C:16]2[CH:25]=[CH:24][NH:23][C:17]=2[C:18](=[O:22])[N:19]([CH3:21])[CH:20]=1.CN1C=C(C2C=C([N+]([O-])=O)C=CC=2OC2C=CC=CC=2)C2C=CNC=2C1=O, predict the reaction product. The product is: [NH2:12][C:9]1[CH:10]=[CH:11][C:6]([O:5][C:4]2[CH:26]=[CH:27][C:28]([F:29])=[C:2]([F:1])[CH:3]=2)=[C:7]([C:15]2[C:16]3[CH:25]=[CH:24][NH:23][C:17]=3[C:18](=[O:22])[N:19]([CH3:21])[CH:20]=2)[CH:8]=1. (3) Given the reactants ClC1C=[C:10]2[C:5]([CH2:6][CH2:7][N:8](C3C=NC=CC=3)[C:9]2=O)=[CH:4]C=1.[F:19][C:20]1[CH:21]=[C:22]2[C:27](=[CH:28][C:29]=1[F:30])[C:26](=[O:31])[NH:25][CH2:24][CH2:23]2.IC1C=NC=CC=1C.P([O-])([O-])([O-])=O.[K+].[K+].[K+], predict the reaction product. The product is: [F:19][C:20]1[CH:21]=[C:22]2[C:27](=[CH:28][C:29]=1[F:30])[C:26](=[O:31])[N:25]([C:6]1[CH:7]=[N:8][CH:9]=[CH:10][C:5]=1[CH3:4])[CH2:24][CH2:23]2. (4) Given the reactants C([O:3][C:4](=O)[C:5]([NH2:28])([C:7]1[CH:16]=[CH:15][C:14]2[C:9](=[CH:10][CH:11]=[C:12]([O:17][C@H:18]3[CH2:23][CH2:22][C@H:21]([C:24]([CH3:27])([CH3:26])[CH3:25])[CH2:20][CH2:19]3)[CH:13]=2)[N:8]=1)[CH3:6])C.[BH4-].[Na+], predict the reaction product. The product is: [NH2:28][C:5]([C:7]1[CH:16]=[CH:15][C:14]2[C:9](=[CH:10][CH:11]=[C:12]([O:17][C@H:18]3[CH2:19][CH2:20][C@H:21]([C:24]([CH3:27])([CH3:26])[CH3:25])[CH2:22][CH2:23]3)[CH:13]=2)[N:8]=1)([CH3:6])[CH2:4][OH:3]. (5) Given the reactants CO[C:3]([C:5]1[CH:38]=[CH:37][C:8]2[N:9]([CH:31]3[CH2:36][CH2:35][CH2:34][CH2:33][CH2:32]3)[C:10]([C:12]3[CH:13]=[C:14]4[C:19](=[CH:20][CH:21]=3)[N:18]=[C:17]([C:22]3[CH:27]=[C:26](OC)[CH:25]=[CH:24][C:23]=3Br)[CH:16]=[CH:15]4)=[N:11][C:7]=2[CH:6]=1)=[O:4].[C:39](=[O:42])(O)[O-].[Na+].[OH-:44].[K+].[OH2:46], predict the reaction product. The product is: [C:10]([C:12]1[CH:13]=[CH:14][C:19]([C:23]2[C:22]([C:17]3[CH:16]=[CH:15][C:14]4[C:19](=[CH:20][CH:21]=[C:12]([C:10]5[N:9]([CH:31]6[CH2:32][CH2:33][CH2:34][CH2:35][CH2:36]6)[C:8]6[CH:37]=[CH:38][C:5]([C:3]([OH:4])=[O:46])=[CH:6][C:7]=6[N:11]=5)[CH:13]=4)[N:18]=3)=[CH:27][C:26]([O:42][CH3:39])=[CH:25][CH:24]=2)=[CH:20][CH:21]=1)(=[O:44])[NH2:9].